Dataset: CYP2C19 inhibition data for predicting drug metabolism from PubChem BioAssay. Task: Regression/Classification. Given a drug SMILES string, predict its absorption, distribution, metabolism, or excretion properties. Task type varies by dataset: regression for continuous measurements (e.g., permeability, clearance, half-life) or binary classification for categorical outcomes (e.g., BBB penetration, CYP inhibition). Dataset: cyp2c19_veith. The compound is CCC/C=C(\CCC)C(NC(=O)c1cccs1)c1ccc(C(F)(F)F)cc1. The result is 1 (inhibitor).